From a dataset of Catalyst prediction with 721,799 reactions and 888 catalyst types from USPTO. Predict which catalyst facilitates the given reaction. (1) Reactant: C[O:2][C:3](=[O:36])[CH2:4][C@H:5]1[C:9]2[CH:10]=[CH:11][C:12]([O:14][CH2:15][C:16]3[CH:17]=[C:18]([C:22]4[C:27]([CH3:28])=[CH:26][C:25]([O:29][CH2:30][CH2:31][S:32][CH2:33][CH3:34])=[CH:24][C:23]=4[CH3:35])[CH:19]=[CH:20][CH:21]=3)=[CH:13][C:8]=2[O:7][CH2:6]1.CO.[OH-].[Na+].Cl. Product: [CH2:33]([S:32][CH2:31][CH2:30][O:29][C:25]1[CH:24]=[C:23]([CH3:35])[C:22]([C:18]2[CH:19]=[CH:20][CH:21]=[C:16]([CH2:15][O:14][C:12]3[CH:11]=[CH:10][C:9]4[C@H:5]([CH2:4][C:3]([OH:36])=[O:2])[CH2:6][O:7][C:8]=4[CH:13]=3)[CH:17]=2)=[C:27]([CH3:28])[CH:26]=1)[CH3:34]. The catalyst class is: 132. (2) Reactant: [C:1]([O:5][C:6](=[O:31])[CH2:7][N:8]1[C:16]2[C:11](=[CH:12][CH:13]=[CH:14][CH:15]=2)[C:10]([CH:17]=[N:18][S:19]([CH:22]=[CH:23][C:24]2[CH:29]=[CH:28][CH:27]=[CH:26][CH:25]=2)(=[O:21])=[O:20])=[C:9]1[CH3:30])([CH3:4])([CH3:3])[CH3:2].C[Al](C)C.[CH:36]([Mg]Br)=[CH2:37]. Product: [C:1]([O:5][C:6](=[O:31])[CH2:7][N:8]1[C:16]2[C:11](=[CH:12][CH:13]=[CH:14][CH:15]=2)[C:10]([CH:17]([NH:18][S:19]([CH:22]=[CH:23][C:24]2[CH:29]=[CH:28][CH:27]=[CH:26][CH:25]=2)(=[O:21])=[O:20])[CH:36]=[CH2:37])=[C:9]1[CH3:30])([CH3:4])([CH3:3])[CH3:2]. The catalyst class is: 11. (3) Reactant: [CH:1]1[C:2]([CH2:10][C@@H:11]([NH2:28])[CH2:12][C:13]([N:15]2[CH2:27][C:19]3=[N:20][N:21]=[C:22]([C:23]([F:26])([F:25])[F:24])[N:18]3[CH2:17][CH2:16]2)=[O:14])=[C:3]([F:9])[CH:4]=[C:5]([F:8])[C:6]=1[F:7].[C:29]([OH:37])(=[O:36])[C:30]1[CH:35]=[CH:34][CH:33]=[CH:32][CH:31]=1. Product: [CH:1]1[C:2]([CH2:10][C@@H:11]([NH2:28])[CH2:12][C:13]([N:15]2[CH2:27][C:19]3=[N:20][N:21]=[C:22]([C:23]([F:26])([F:25])[F:24])[N:18]3[CH2:17][CH2:16]2)=[O:14])=[C:3]([F:9])[CH:4]=[C:5]([F:8])[C:6]=1[F:7].[C:29]([O-:37])(=[O:36])[C:30]1[CH:35]=[CH:34][CH:33]=[CH:32][CH:31]=1. The catalyst class is: 32. (4) Reactant: [Cl:1][C:2]1[CH:7]=[CH:6][C:5]([CH2:8][CH2:9][NH2:10])=[CH:4][CH:3]=1.[CH:11]1([C:17](Cl)=[O:18])[CH2:16][CH2:15][CH2:14][CH2:13][CH2:12]1. Product: [Cl:1][C:2]1[CH:7]=[CH:6][C:5]([CH2:8][CH2:9][NH:10][C:17]([CH:11]2[CH2:16][CH2:15][CH2:14][CH2:13][CH2:12]2)=[O:18])=[CH:4][CH:3]=1. The catalyst class is: 25. (5) Reactant: [NH:1]1[CH:5]=[C:4]([C:6]([O:8][CH2:9][CH3:10])=[O:7])[CH:3]=[N:2]1.CC(C)([O-])C.[K+].Cl[CH2:18][C:19]1[N:20]=[C:21]([C:24]2[CH:29]=[CH:28][CH:27]=[C:26]([C:30]([F:33])([F:32])[F:31])[CH:25]=2)[S:22][CH:23]=1. Product: [F:33][C:30]([F:31])([F:32])[C:26]1[CH:25]=[C:24]([C:21]2[S:22][CH:23]=[C:19]([CH2:18][N:1]3[CH:5]=[C:4]([C:6]([O:8][CH2:9][CH3:10])=[O:7])[CH:3]=[N:2]3)[N:20]=2)[CH:29]=[CH:28][CH:27]=1. The catalyst class is: 7. (6) Reactant: C1CCCCC=1.O1CCCC1.B.[CH2:13]([N:20]([CH2:24][C:25]1[CH:30]=[C:29]([C:31]([F:34])([F:33])[F:32])[CH:28]=[CH:27][C:26]=1[C:35]1[C:36]([O:47][CH3:48])=[N:37][CH:38]=[C:39]([C:41]#[C:42][Si](C)(C)C)[CH:40]=1)[C:21](=[O:23])[CH3:22])[C:14]1[CH:19]=[CH:18][CH:17]=[CH:16][CH:15]=1.[OH-].[Na+].OO.Cl. Product: [CH2:13]([N:20]([CH2:24][C:25]1[CH:30]=[C:29]([C:31]([F:32])([F:33])[F:34])[CH:28]=[CH:27][C:26]=1[C:35]1[C:36]([O:47][CH3:48])=[N:37][CH:38]=[C:39]([C:41]#[CH:42])[CH:40]=1)[C:21](=[O:23])[CH3:22])[C:14]1[CH:15]=[CH:16][CH:17]=[CH:18][CH:19]=1. The catalyst class is: 36. (7) The catalyst class is: 1. Reactant: [H-].[Na+].[N:3]1[CH:8]=[CH:7][CH:6]=[N:5][C:4]=1[NH2:9].[CH2:10]([N:14]([CH2:64][CH:65]([CH3:67])[CH3:66])[C:15]1[CH:20]=[CH:19][C:18]([C:21]2[CH:26]=[CH:25][CH:24]=[CH:23][C:22]=2[C:27]2[N:28]=[N:29][N:30]([C:32]([C:45]3[CH:50]=[CH:49][CH:48]=[CH:47][CH:46]=3)([C:39]3[CH:44]=[CH:43][CH:42]=[CH:41][CH:40]=3)[C:33]3[CH:38]=[CH:37][CH:36]=[CH:35][CH:34]=3)[N:31]=2)=[CH:17][C:16]=1[NH:51][C:52](=O)[O:53]C1C=CC([N+]([O-])=O)=CC=1)[CH:11]([CH3:13])[CH3:12]. Product: [CH2:10]([N:14]([CH2:64][CH:65]([CH3:67])[CH3:66])[C:15]1[CH:20]=[CH:19][C:18]([C:21]2[CH:26]=[CH:25][CH:24]=[CH:23][C:22]=2[C:27]2[N:28]=[N:29][N:30]([C:32]([C:45]3[CH:50]=[CH:49][CH:48]=[CH:47][CH:46]=3)([C:39]3[CH:40]=[CH:41][CH:42]=[CH:43][CH:44]=3)[C:33]3[CH:38]=[CH:37][CH:36]=[CH:35][CH:34]=3)[N:31]=2)=[CH:17][C:16]=1[NH:51][C:52]([NH:9][C:4]1[N:5]=[CH:6][CH:7]=[CH:8][N:3]=1)=[O:53])[CH:11]([CH3:13])[CH3:12]. (8) Reactant: C([O:4][CH2:5][C@H:6]1[CH2:11][C@@H:10]([O:12]C(=O)C)[CH2:9][CH2:8][C@@:7]1([C@H:17]1[CH2:25][CH2:24][C@@:23]2([CH3:26])[C@@H:19]([CH2:20][C@H:21]([O:28]C(=O)C)[C:22]2=[CH2:27])[C@@H:18]1[CH2:32][NH2:33])[CH3:16])(=[O:3])C.C[O-].[Na+]. Product: [NH4+:33].[OH-:3].[NH2:33][CH2:32][C@@H:18]1[C@@H:17]([C@@:7]2([CH3:16])[CH2:8][CH2:9][C@H:10]([OH:12])[CH2:11][C@@H:6]2[CH2:5][OH:4])[CH2:25][CH2:24][C@@:23]2([CH3:26])[C@H:19]1[CH2:20][C@H:21]([OH:28])[C:22]2=[CH2:27]. The catalyst class is: 5. (9) Reactant: [F:1][C:2]1[CH:3]=[C:4]([CH2:9][C:10]([NH:12][C@H:13]([C:15]([NH:17][C@@H:18]2[C:24](=[O:25])[N:23]([CH2:26][C:27](O)=[O:28])[C:22]3[CH:30]=[CH:31][CH:32]=[CH:33][C:21]=3[O:20][C@@H:19]2[C:34]2[CH:39]=[CH:38][CH:37]=[CH:36][CH:35]=2)=[O:16])[CH3:14])=[O:11])[CH:5]=[C:6]([F:8])[CH:7]=1.[CH:41]1[CH:41]=[CH:42][C:43]2[N:48](O)N=[N:48][C:43]=2[CH:42]=1.CN1CCOCC1.N1CCC1.CCN=C=NCCCN(C)C.Cl. Product: [N:48]1([C:27](=[O:28])[CH2:26][N:23]2[C:22]3[CH:30]=[CH:31][CH:32]=[CH:33][C:21]=3[O:20][C@H:19]([C:34]3[CH:39]=[CH:38][CH:37]=[CH:36][CH:35]=3)[C@H:18]([NH:17][C:15](=[O:16])[C@H:13]([CH3:14])[NH:12][C:10](=[O:11])[CH2:9][C:4]3[CH:3]=[C:2]([F:1])[CH:7]=[C:6]([F:8])[CH:5]=3)[C:24]2=[O:25])[CH2:43][CH2:42][CH2:41]1. The catalyst class is: 96. (10) Reactant: Br[C:2]1[CH:3]=[C:4]2[C:8](=[CH:9][CH:10]=1)[C:7](=[O:11])[O:6][CH2:5]2.[Br-].[CH2:13]([Zn+])[C:14]1[CH:19]=[CH:18][CH:17]=[CH:16][CH:15]=1.C(Cl)Cl. Product: [CH2:13]([C:2]1[CH:3]=[C:4]2[C:8](=[CH:9][CH:10]=1)[C:7](=[O:11])[O:6][CH2:5]2)[C:14]1[CH:19]=[CH:18][CH:17]=[CH:16][CH:15]=1. The catalyst class is: 294.